The task is: Binary Classification. Given a T-cell receptor sequence (or CDR3 region) and an epitope sequence, predict whether binding occurs between them.. This data is from TCR-epitope binding with 47,182 pairs between 192 epitopes and 23,139 TCRs. (1) The epitope is RLQSLQTYV. Result: 0 (the TCR does not bind to the epitope). The TCR CDR3 sequence is CASSYSRPQGEQFF. (2) The epitope is KAFSPEVIPMF. The TCR CDR3 sequence is CASSLAWGTDYEQYF. Result: 0 (the TCR does not bind to the epitope). (3) The epitope is IVDTVSALV. The TCR CDR3 sequence is CASGHGMGASTSGYTF. Result: 0 (the TCR does not bind to the epitope). (4) The epitope is DPFRLLQNSQVFS. The TCR CDR3 sequence is CASSTLKSTDTQYF. Result: 1 (the TCR binds to the epitope). (5) Result: 0 (the TCR does not bind to the epitope). The epitope is KLVALGINAV. The TCR CDR3 sequence is CASSQGRLDNGQYF. (6) The epitope is FLPRVFSAV. Result: 1 (the TCR binds to the epitope). The TCR CDR3 sequence is CASGQGSSYEQYF. (7) The epitope is YVLDHLIVV. The TCR CDR3 sequence is CASSQVIYNEQFF. Result: 0 (the TCR does not bind to the epitope). (8) The epitope is IVTDFSVIK. The TCR CDR3 sequence is CASSYSGYGGYTF. Result: 1 (the TCR binds to the epitope). (9) The epitope is SEPVLKGVKL. The TCR CDR3 sequence is CSVEEGSDEQYF. Result: 0 (the TCR does not bind to the epitope).